This data is from Reaction yield outcomes from USPTO patents with 853,638 reactions. The task is: Predict the reaction yield, written as a fraction of the theoretical maximum amount of product (1.0 means a 100% yield; for example, 0.34 means a 34% yield). (1) The reactants are [CH2:1]([N:8]1[C:16]2[C:11](=[CH:12][C:13]([C:17]3[CH:22]=[CH:21][C:20]([F:23])=[C:19]([Cl:24])[CH:18]=3)=[CH:14][CH:15]=2)[CH:10]=[CH:9]1)[C:2]1[CH:7]=[CH:6][CH:5]=[CH:4][CH:3]=1.[C:25](Cl)(=[O:29])[C:26](Cl)=[O:27].[CH2:31]([OH:33])[CH3:32]. No catalyst specified. The product is [CH2:1]([N:8]1[C:16]2[C:11](=[CH:12][C:13]([C:17]3[CH:22]=[CH:21][C:20]([F:23])=[C:19]([Cl:24])[CH:18]=3)=[CH:14][CH:15]=2)[C:10]([C:25](=[O:29])[C:26]([O:33][CH2:31][CH3:32])=[O:27])=[CH:9]1)[C:2]1[CH:3]=[CH:4][CH:5]=[CH:6][CH:7]=1. The yield is 0.670. (2) The reactants are Br[C:2]1[CH:7]=[CH:6][C:5]([O:8][CH3:9])=[C:4]([O:10][CH2:11][CH:12]2[CH2:14][CH2:13]2)[CH:3]=1.C([Li])(CC)C.C(O[B:24]1[O:28][C:27]([CH3:30])([CH3:29])[C:26]([CH3:32])([CH3:31])[O:25]1)(C)C.[Cl-].[NH4+]. The catalyst is O1CCCC1. The product is [CH:12]1([CH2:11][O:10][C:4]2[CH:3]=[C:2]([B:24]3[O:28][C:27]([CH3:30])([CH3:29])[C:26]([CH3:32])([CH3:31])[O:25]3)[CH:7]=[CH:6][C:5]=2[O:8][CH3:9])[CH2:14][CH2:13]1. The yield is 0.940. (3) The reactants are [CH3:1][C:2]1[C:7]([N+:8]([O-:10])=[O:9])=[CH:6][CH:5]=[CH:4][C:3]=1[C:11]([F:14])([F:13])[F:12].CO[CH:17](OC)[N:18]([CH3:20])[CH3:19]. The catalyst is CN(C)C=O. The product is [CH3:17][N:18]([CH3:20])/[CH:19]=[CH:1]/[C:2]1[C:3]([C:11]([F:12])([F:13])[F:14])=[CH:4][CH:5]=[CH:6][C:7]=1[N+:8]([O-:10])=[O:9]. The yield is 0.830. (4) The reactants are [N+](=[CH2:3])=[N-].N(N(C)[C:7](N)=[O:8])=O.[OH-:11].[K+].[Cl:13][C:14]1[CH:15]=[C:16]([CH:22]=[CH:23][CH:24]=1)[CH:17]=[CH:18][C:19](O)=O. The catalyst is CCOCC.O.ClCCl.CCOCC.C([O-])(=O)C.[Pd+2].C([O-])(=O)C.C(O)(=O)C. The product is [CH3:3][O:11][C:7]([C@@H:18]1[CH2:19][C@H:17]1[C:16]1[CH:22]=[CH:23][CH:24]=[C:14]([Cl:13])[CH:15]=1)=[O:8]. The yield is 0.940. (5) The reactants are [F:1][C:2]1[CH:10]=[C:9]([O:11][CH2:12][C:13]2[CH:18]=[CH:17][CH:16]=[C:15]([F:19])[CH:14]=2)[CH:8]=[CH:7]C=1C(O)=O.[C:20]([N:27]1C=CN=C1)(N1C=CN=C1)=[O:21].C([N:34]([CH2:37][CH3:38])[CH2:35][CH3:36])C.[OH2:39]. The catalyst is C1COCC1. The product is [C:20]([C@@H:37]([NH:34][C:35](=[O:39])[C:36]1[CH:7]=[CH:8][C:9]([O:11][CH2:12][C:13]2[CH:18]=[CH:17][CH:16]=[C:15]([F:19])[CH:14]=2)=[CH:10][C:2]=1[F:1])[CH3:38])(=[O:21])[NH2:27]. The yield is 0.540. (6) The reactants are FC(F)(F)C(O)=O.[CH3:8][O:9][C:10](=[O:43])[CH:11]([O:38]C(C)(C)C)[C:12]1[C:17]([CH3:18])=[CH:16][C:15]([C:19]2[CH:24]=[CH:23][CH:22]=[CH:21][CH:20]=2)=[C:14]([CH:25]2[CH2:27][CH2:26]2)[C:13]=1[C:28]1[CH:29]=[C:30]2[C:35](=[CH:36][CH:37]=1)[O:34][CH2:33][CH2:32][CH2:31]2. The catalyst is ClCCl. The product is [CH3:8][O:9][C:10](=[O:43])[CH:11]([C:12]1[C:17]([CH3:18])=[CH:16][C:15]([C:19]2[CH:20]=[CH:21][CH:22]=[CH:23][CH:24]=2)=[C:14]([CH:25]2[CH2:26][CH2:27]2)[C:13]=1[C:28]1[CH:29]=[C:30]2[C:35](=[CH:36][CH:37]=1)[O:34][CH2:33][CH2:32][CH2:31]2)[OH:38]. The yield is 0.900. (7) The product is [Br:22][C:20]1[CH:19]=[CH:18][C:17]([F:23])=[C:16]([C@:14]2([CH3:15])[C@@H:9]3[S:10](=[O:32])(=[O:33])[C@@H:11]([CH2:6][CH2:7][CH2:8]3)[C:12]([NH:24][C:25](=[O:26])[O:27][C:28]([CH3:31])([CH3:30])[CH3:29])=[N:13]2)[CH:21]=1. The reactants are CS(O[CH2:6][CH2:7][CH2:8][C@@H:9]1[C@:14]([C:16]2[CH:21]=[C:20]([Br:22])[CH:19]=[CH:18][C:17]=2[F:23])([CH3:15])[N:13]=[C:12]([NH:24][C:25]([O:27][C:28]([CH3:31])([CH3:30])[CH3:29])=[O:26])[CH2:11][S:10]1(=[O:33])=[O:32])(=O)=O.C(=O)([O-])[O-].[Cs+].[Cs+]. The catalyst is C(#N)C. The yield is 1.00.